From a dataset of Full USPTO retrosynthesis dataset with 1.9M reactions from patents (1976-2016). Predict the reactants needed to synthesize the given product. (1) Given the product [Br:24][C:25]1[CH:32]=[CH:31][C:28]([CH2:29][N:11]2[C:12]3[CH:18]=[CH:17][CH:16]=[CH:15][C:13]=3[CH2:14][N:8]([C:6](=[O:7])[C:5]3[CH:20]=[CH:21][C:2]([Cl:1])=[CH:3][CH:4]=3)[CH2:9][C:10]2=[O:19])=[CH:27][CH:26]=1, predict the reactants needed to synthesize it. The reactants are: [Cl:1][C:2]1[CH:21]=[CH:20][C:5]([C:6]([N:8]2[CH2:14][C:13]3[CH:15]=[CH:16][CH:17]=[CH:18][C:12]=3[NH:11][C:10](=[O:19])[CH2:9]2)=[O:7])=[CH:4][CH:3]=1.[H-].[Na+].[Br:24][C:25]1[CH:32]=[CH:31][C:28]([CH2:29]Br)=[CH:27][CH:26]=1.C(OCC)(=O)C. (2) Given the product [Cl:9][C:3]1[N:4]=[N:5][C:6]([Cl:8])=[CH:7][C:2]=1[NH2:10], predict the reactants needed to synthesize it. The reactants are: Br[C:2]1[CH:7]=[C:6]([Cl:8])[N:5]=[N:4][C:3]=1[Cl:9].[NH3:10]. (3) Given the product [CH:19]1([C:17]([C:16]2[N:15]=[C:14]([C:24]([F:26])([F:25])[F:27])[N:11]3[CH2:12][CH2:13][NH:8][CH2:9][C:10]=23)=[O:18])[CH2:20][CH2:21][CH2:22][CH2:23]1, predict the reactants needed to synthesize it. The reactants are: C(OC([N:8]1[CH2:13][CH2:12][N:11]2[C:14]([C:24]([F:27])([F:26])[F:25])=[N:15][C:16]([C:17]([CH:19]3[CH2:23][CH2:22][CH2:21][CH2:20]3)=[O:18])=[C:10]2[CH2:9]1)=O)(C)(C)C.Cl.